This data is from NCI-60 drug combinations with 297,098 pairs across 59 cell lines. The task is: Regression. Given two drug SMILES strings and cell line genomic features, predict the synergy score measuring deviation from expected non-interaction effect. Drug 1: CC12CCC3C(C1CCC2=O)CC(=C)C4=CC(=O)C=CC34C. Drug 2: C1=CC=C(C=C1)NC(=O)CCCCCCC(=O)NO. Cell line: A549. Synergy scores: CSS=30.1, Synergy_ZIP=-0.879, Synergy_Bliss=2.22, Synergy_Loewe=0.194, Synergy_HSA=3.31.